From a dataset of NCI-60 drug combinations with 297,098 pairs across 59 cell lines. Regression. Given two drug SMILES strings and cell line genomic features, predict the synergy score measuring deviation from expected non-interaction effect. (1) Drug 1: C1=CC(=CC=C1C#N)C(C2=CC=C(C=C2)C#N)N3C=NC=N3. Drug 2: CS(=O)(=O)CCNCC1=CC=C(O1)C2=CC3=C(C=C2)N=CN=C3NC4=CC(=C(C=C4)OCC5=CC(=CC=C5)F)Cl. Cell line: HCC-2998. Synergy scores: CSS=-4.73, Synergy_ZIP=0.839, Synergy_Bliss=-5.48, Synergy_Loewe=-4.28, Synergy_HSA=-8.30. (2) Drug 1: CC1=CC=C(C=C1)C2=CC(=NN2C3=CC=C(C=C3)S(=O)(=O)N)C(F)(F)F. Drug 2: CN1C2=C(C=C(C=C2)N(CCCl)CCCl)N=C1CCCC(=O)O.Cl. Cell line: COLO 205. Synergy scores: CSS=0.0200, Synergy_ZIP=4.93, Synergy_Bliss=0.475, Synergy_Loewe=-0.128, Synergy_HSA=0.0678. (3) Drug 1: C(=O)(N)NO. Drug 2: CN(C(=O)NC(C=O)C(C(C(CO)O)O)O)N=O. Cell line: UO-31. Synergy scores: CSS=5.43, Synergy_ZIP=-1.65, Synergy_Bliss=0.404, Synergy_Loewe=-5.04, Synergy_HSA=0.668. (4) Drug 1: C1=CC(=CC=C1C#N)C(C2=CC=C(C=C2)C#N)N3C=NC=N3. Drug 2: CCC1(C2=C(COC1=O)C(=O)N3CC4=CC5=C(C=CC(=C5CN(C)C)O)N=C4C3=C2)O.Cl. Cell line: EKVX. Synergy scores: CSS=4.89, Synergy_ZIP=-2.14, Synergy_Bliss=2.36, Synergy_Loewe=1.37, Synergy_HSA=0.715. (5) Drug 1: CC1=C2C(C(=O)C3(C(CC4C(C3C(C(C2(C)C)(CC1OC(=O)C(C(C5=CC=CC=C5)NC(=O)OC(C)(C)C)O)O)OC(=O)C6=CC=CC=C6)(CO4)OC(=O)C)O)C)O. Drug 2: C1C(C(OC1N2C=NC3=C2NC=NCC3O)CO)O. Cell line: IGROV1. Synergy scores: CSS=-1.36, Synergy_ZIP=-0.687, Synergy_Bliss=-2.32, Synergy_Loewe=-4.06, Synergy_HSA=-3.03.